This data is from Peptide-MHC class I binding affinity with 185,985 pairs from IEDB/IMGT. The task is: Regression. Given a peptide amino acid sequence and an MHC pseudo amino acid sequence, predict their binding affinity value. This is MHC class I binding data. (1) The peptide sequence is TQTSTWFGF. The MHC is Mamu-A07 with pseudo-sequence Mamu-A07. The binding affinity (normalized) is 0.106. (2) The peptide sequence is IVPDIKLDA. The MHC is HLA-A02:02 with pseudo-sequence HLA-A02:02. The binding affinity (normalized) is 0.190. (3) The peptide sequence is LDEEFRQY. The MHC is Mamu-B01 with pseudo-sequence Mamu-B01. The binding affinity (normalized) is 0. (4) The peptide sequence is RYPKTFGWL. The MHC is Mamu-B52 with pseudo-sequence Mamu-B52. The binding affinity (normalized) is 0.0513.